From a dataset of Forward reaction prediction with 1.9M reactions from USPTO patents (1976-2016). Predict the product of the given reaction. Given the reactants [Br:1][CH2:2][C:3]1[O:7][N:6]=[C:5]([C:8]([O:10]CC)=[O:9])[CH:4]=1.[OH-].[Li+].Cl, predict the reaction product. The product is: [Br:1][CH2:2][C:3]1[O:7][N:6]=[C:5]([C:8]([OH:10])=[O:9])[CH:4]=1.